Dataset: Full USPTO retrosynthesis dataset with 1.9M reactions from patents (1976-2016). Task: Predict the reactants needed to synthesize the given product. (1) Given the product [O:4]1[C:8]2=[C:9]([N:13]3[CH2:18][CH2:17][N:16]([CH2:19][CH2:20][C@H:21]4[CH2:26][CH2:25][C@H:24]([NH:27][C:34]([CH:30]5[CH2:31][CH2:32][CH2:33][O:28][CH2:29]5)=[O:35])[CH2:23][CH2:22]4)[CH2:15][CH2:14]3)[N:10]=[CH:11][CH:12]=[C:7]2[CH2:6][CH2:5]1, predict the reactants needed to synthesize it. The reactants are: Cl.Cl.Cl.[O:4]1[C:8]2=[C:9]([N:13]3[CH2:18][CH2:17][N:16]([CH2:19][CH2:20][C@H:21]4[CH2:26][CH2:25][C@H:24]([NH2:27])[CH2:23][CH2:22]4)[CH2:15][CH2:14]3)[N:10]=[CH:11][CH:12]=[C:7]2[CH2:6][CH2:5]1.[O:28]1[CH2:33][CH2:32][CH2:31][CH:30]([C:34](O)=[O:35])[CH2:29]1. (2) Given the product [CH2:1]([N:8]1[C:12]([NH:13][C:19](=[O:20])[O:21][C:22]2[CH:27]=[CH:26][CH:25]=[CH:24][CH:23]=2)=[CH:11][C:10]([C:14]([CH3:17])([CH3:16])[CH3:15])=[N:9]1)[C:2]1[CH:3]=[CH:4][CH:5]=[CH:6][CH:7]=1, predict the reactants needed to synthesize it. The reactants are: [CH2:1]([N:8]1[C:12]([NH2:13])=[CH:11][C:10]([C:14]([CH3:17])([CH3:16])[CH3:15])=[N:9]1)[C:2]1[CH:7]=[CH:6][CH:5]=[CH:4][CH:3]=1.Cl[C:19]([O:21][C:22]1[CH:27]=[CH:26][CH:25]=[CH:24][CH:23]=1)=[O:20]. (3) Given the product [F:34][C:33]([F:36])([F:35])[S:30]([O:8][C:6]1[CH:5]=[C:4]([C:9]2[CH:14]=[CH:13][CH:12]=[C:11]([CH2:15][NH:16][C:17]([O:18][C:19]([CH3:20])([CH3:22])[CH3:21])=[O:23])[CH:10]=2)[CH:3]=[C:2]([Cl:1])[CH:7]=1)(=[O:32])=[O:31], predict the reactants needed to synthesize it. The reactants are: [Cl:1][C:2]1[CH:3]=[C:4]([C:9]2[CH:14]=[CH:13][CH:12]=[C:11]([CH2:15][NH:16][C:17](=[O:23])[O:18][C:19]([CH3:22])([CH3:21])[CH3:20])[CH:10]=2)[CH:5]=[C:6]([OH:8])[CH:7]=1.N1C=CC=CC=1.[S:30](O[S:30]([C:33]([F:36])([F:35])[F:34])(=[O:32])=[O:31])([C:33]([F:36])([F:35])[F:34])(=[O:32])=[O:31].C([O-])(O)=O.[Na+]. (4) Given the product [NH2:19][C:3]1[C:2]([Cl:1])=[CH:11][C:6]([C:7]([O:9][CH3:10])=[O:8])=[C:5]([C:12]2[CH:17]=[CH:16][CH:15]=[C:14]([F:18])[CH:13]=2)[N:4]=1, predict the reactants needed to synthesize it. The reactants are: [Cl:1][C:2]1[C:3]([NH:19]CC2C=CC(OC)=C(OC)C=2)=[N:4][C:5]([C:12]2[CH:17]=[CH:16][CH:15]=[C:14]([F:18])[CH:13]=2)=[C:6]([CH:11]=1)[C:7]([O:9][CH3:10])=[O:8].FC(F)(F)C(O)=O.